Dataset: Catalyst prediction with 721,799 reactions and 888 catalyst types from USPTO. Task: Predict which catalyst facilitates the given reaction. Reactant: [CH3:1][S:2]([O:5]S(C)(=O)=O)(=O)=[O:3].FC(F)(F)C(O)=O.[CH3:17][O:18][C:19]1[CH:20]=[C:21]([C:31]2[N:32]=[C:33]([O:40][C@@H:41]([C@H:43]3[CH2:47][NH:46][C:45](=[O:48])[CH2:44]3)[CH3:42])[C:34]3[N:35]([N:37]=[CH:38][CH:39]=3)[CH:36]=2)[CH:22]=[CH:23][C:24]=1[N:25]1[CH2:30][CH2:29][NH:28][CH2:27][CH2:26]1.C(N(CC)CC)C. Product: [CH3:17][O:18][C:19]1[CH:20]=[C:21]([C:31]2[N:32]=[C:33]([O:40][C@@H:41]([C@H:43]3[CH2:47][NH:46][C:45](=[O:48])[CH2:44]3)[CH3:42])[C:34]3[N:35]([N:37]=[CH:38][CH:39]=3)[CH:36]=2)[CH:22]=[CH:23][C:24]=1[N:25]1[CH2:26][CH2:27][N:28]([S:2]([CH3:1])(=[O:5])=[O:3])[CH2:29][CH2:30]1. The catalyst class is: 4.